This data is from Forward reaction prediction with 1.9M reactions from USPTO patents (1976-2016). The task is: Predict the product of the given reaction. (1) Given the reactants [NH2:1][C:2]1[CH:7]=[CH:6][CH:5]=[CH:4][N:3]=1.[CH3:8][C:9]([N+:16]#[C-:17])([CH3:15])[CH2:10][C:11]([CH3:14])([CH3:13])[CH3:12].[Br:18][C:19]1[S:23][C:22]([CH:24]=O)=[CH:21][CH:20]=1.Cl(O)(=O)(=O)=O, predict the reaction product. The product is: [Br:18][C:19]1[S:23][C:22]([C:24]2[N:1]=[C:2]3[CH:7]=[CH:6][CH:5]=[CH:4][N:3]3[C:17]=2[NH:16][C:9]([CH3:15])([CH3:8])[CH2:10][C:11]([CH3:14])([CH3:13])[CH3:12])=[CH:21][CH:20]=1. (2) Given the reactants Cl[C:2]1[C:7]2[N:8]=[C:9]([NH:12][C:13]3[CH:18]=[CH:17][C:16]([C:19]4[CH:20]=[N:21][N:22]([CH3:24])[CH:23]=4)=[CH:15][C:14]=3[CH3:25])[N:10]=[CH:11][C:6]=2[CH:5]=[CH:4][N:3]=1.[CH3:26][N:27]1[CH:31]=[C:30](B2OC(C)(C)C(C)(C)O2)[CH:29]=[N:28]1.C(=O)([O-])[O-].[Cs+].[Cs+], predict the reaction product. The product is: [CH3:26][N:27]1[CH:31]=[C:30]([C:2]2[C:7]3[N:8]=[C:9]([NH:12][C:13]4[CH:18]=[CH:17][C:16]([C:19]5[CH:20]=[N:21][N:22]([CH3:24])[CH:23]=5)=[CH:15][C:14]=4[CH3:25])[N:10]=[CH:11][C:6]=3[CH:5]=[CH:4][N:3]=2)[CH:29]=[N:28]1.